Dataset: Full USPTO retrosynthesis dataset with 1.9M reactions from patents (1976-2016). Task: Predict the reactants needed to synthesize the given product. (1) Given the product [N:24]([CH2:6][CH:7]([OH:23])[CH2:8][CH:9]1[C:18]2[CH:17]=[CH:16][S:15][C:14]=2[CH2:13][CH2:12][C:11]2[CH:19]=[CH:20][CH:21]=[CH:22][C:10]1=2)=[N+:25]=[N-:26], predict the reactants needed to synthesize it. The reactants are: CS(O[CH2:6][CH:7]([OH:23])[CH2:8][CH:9]1[C:18]2[CH:17]=[CH:16][S:15][C:14]=2[CH2:13][CH2:12][C:11]2[CH:19]=[CH:20][CH:21]=[CH:22][C:10]1=2)(=O)=O.[N-:24]=[N+:25]=[N-:26].[Na+]. (2) Given the product [Cl:1][C:2]1[N:10]=[C:9]2[C:5]([N:6]=[CH:7][N:8]2[CH3:11])=[C:4]([NH:29][CH2:27][CH:14]([C:21]2[CH:26]=[CH:25][CH:24]=[CH:23][CH:22]=2)[C:15]2[CH:20]=[CH:19][CH:18]=[CH:17][CH:16]=2)[N:3]=1, predict the reactants needed to synthesize it. The reactants are: [Cl:1][C:2]1[N:10]=[C:9]2[C:5]([N:6]=[CH:7][N:8]2[CH3:11])=[C:4](Cl)[N:3]=1.N[CH:14]([C:21]1[CH:26]=[CH:25][CH:24]=[CH:23][CH:22]=1)[C:15]1[CH:20]=[CH:19][CH:18]=[CH:17][CH:16]=1.[CH2:27]([N:29](CC)CC)C. (3) Given the product [C:1]([O:4][C@@H:5]1[CH2:10][CH2:9][CH2:8][CH2:7][C@H:6]1[C:11]1[CH:16]=[CH:15][C:14]([B:23]2[O:27][C:26]([CH3:29])([CH3:28])[C:25]([CH3:31])([CH3:30])[O:24]2)=[CH:13][CH:12]=1)(=[O:3])[CH3:2], predict the reactants needed to synthesize it. The reactants are: [C:1]([O:4][C@@H:5]1[CH2:10][CH2:9][CH2:8][CH2:7][C@H:6]1[C:11]1[CH:16]=[CH:15][C:14](I)=[CH:13][CH:12]=1)(=[O:3])[CH3:2].C([O-])(=O)C.[K+].[B:23]1([B:23]2[O:27][C:26]([CH3:29])([CH3:28])[C:25]([CH3:31])([CH3:30])[O:24]2)[O:27][C:26]([CH3:29])([CH3:28])[C:25]([CH3:31])([CH3:30])[O:24]1. (4) Given the product [C:10]([O:14][C:15]([NH:17][CH2:18][C:19]1[O:9][N:8]=[C:2]([C:3]([O:5][CH2:6][CH3:7])=[O:4])[CH:20]=1)=[O:16])([CH3:13])([CH3:12])[CH3:11], predict the reactants needed to synthesize it. The reactants are: Cl[C:2](=[N:8][OH:9])[C:3]([O:5][CH2:6][CH3:7])=[O:4].[C:10]([O:14][C:15]([NH:17][CH2:18][C:19]#[CH:20])=[O:16])([CH3:13])([CH3:12])[CH3:11].C(N(CC)CC)C.[Cl-].[NH4+]. (5) Given the product [CH3:26][O:27][C:28](=[O:37])[C:29]1[CH:34]=[CH:33][C:32]([CH3:35])=[C:31]([NH:36][C:14]([C:8]2[C:9](=[O:13])[NH:10][C:11]3[C:6]([CH:7]=2)=[CH:5][C:4]([O:17][CH2:18][CH2:19][N:20]2[CH2:25][CH2:24][O:23][CH2:22][CH2:21]2)=[C:3]([O:2][CH3:1])[CH:12]=3)=[O:15])[CH:30]=1, predict the reactants needed to synthesize it. The reactants are: [CH3:1][O:2][C:3]1[CH:12]=[C:11]2[C:6]([CH:7]=[C:8]([C:14](O)=[O:15])[C:9](=[O:13])[NH:10]2)=[CH:5][C:4]=1[O:17][CH2:18][CH2:19][N:20]1[CH2:25][CH2:24][O:23][CH2:22][CH2:21]1.[CH3:26][O:27][C:28](=[O:37])[C:29]1[CH:34]=[CH:33][C:32]([CH3:35])=[C:31]([NH2:36])[CH:30]=1. (6) Given the product [I:3][C:4]1[CH:5]=[CH:6][CH:7]=[C:8]2[C:12]=1[N:11]([CH2:18][C:17]1[CH:20]=[CH:21][CH:22]=[C:15]([O:14][CH3:13])[CH:16]=1)[CH:10]=[CH:9]2, predict the reactants needed to synthesize it. The reactants are: [H-].[Na+].[I:3][C:4]1[CH:5]=[CH:6][CH:7]=[C:8]2[C:12]=1[NH:11][CH:10]=[CH:9]2.[CH3:13][O:14][C:15]1[CH:16]=[C:17]([CH:20]=[CH:21][CH:22]=1)[CH2:18]Br. (7) Given the product [CH:11]1[C:10]([N:13]2[C:14](=[O:19])[CH2:15][O:16][CH2:17][CH2:18]2)=[CH:9][CH:8]=[C:7]([N:6]2[C:2](=[O:1])[O:3][C@@H:4]([CH2:20][NH:21][C:22]([C:28]3[S:29][C:25]([Cl:24])=[CH:26][CH:27]=3)=[O:23])[CH2:5]2)[CH:12]=1, predict the reactants needed to synthesize it. The reactants are: [O:1]=[C:2]1[N:6]([C:7]2[CH:12]=[CH:11][C:10]([N:13]3[CH2:18][CH2:17][O:16][CH2:15][C:14]3=[O:19])=[CH:9][CH:8]=2)[CH2:5][C@H:4]([CH2:20][NH:21][CH:22]=[O:23])[O:3]1.[Cl:24][C:25]1[S:29][C:28](C(Cl)=O)=[CH:27][CH:26]=1.C(OCC)(=O)C.O. (8) Given the product [F:1][C:2]1[C:10]([O:11][C:12]2[C:21]3[C:16](=[CH:17][CH:18]=[C:19]([O:22][CH3:23])[CH:20]=3)[N:15]=[N:14][CH:13]=2)=[CH:9][CH:8]=[C:7]2[C:3]=1[CH:4]=[C:5]([CH3:25])[NH:6]2, predict the reactants needed to synthesize it. The reactants are: [F:1][C:2]1[C:10]([O:11][C:12]2[C:21]3[C:16](=[CH:17][C:18](O)=[C:19]([O:22][CH3:23])[CH:20]=3)[N:15]=[N:14][CH:13]=2)=[CH:9][CH:8]=[C:7]2[C:3]=1[CH:4]=[C:5]([CH3:25])[NH:6]2.C(OC(N1CCC(COS(C2C=CC(C)=CC=2)(=O)=O)CC1)=O)(C)(C)C.C(=O)([O-])[O-].[K+].[K+]. (9) Given the product [C:29]([O:28][C:26]([N:24]1[C:5]2=[N:6][C:7]([C:17]3[CH:22]=[CH:21][C:20]([CH3:23])=[CH:19][CH:18]=3)=[C:8]([C:10]3[CH:15]=[CH:14][C:13]([CH3:16])=[CH:12][CH:11]=3)[N:9]=[C:4]2[CH2:3][CH:2]([O:1][C:33](=[O:35])[CH3:34])[CH2:25]1)=[O:27])([CH3:32])([CH3:31])[CH3:30], predict the reactants needed to synthesize it. The reactants are: [OH:1][CH:2]1[CH2:25][N:24]([C:26]([O:28][C:29]([CH3:32])([CH3:31])[CH3:30])=[O:27])[C:5]2=[N:6][C:7]([C:17]3[CH:22]=[CH:21][C:20]([CH3:23])=[CH:19][CH:18]=3)=[C:8]([C:10]3[CH:15]=[CH:14][C:13]([CH3:16])=[CH:12][CH:11]=3)[N:9]=[C:4]2[CH2:3]1.[C:33](OC(=O)C)(=[O:35])[CH3:34]. (10) Given the product [Cl:1][C:2]1[C:3]([C:8]2([CH3:15])[CH2:9][CH2:10][C:11](=[O:14])[CH2:12][CH2:13]2)=[N:4][CH:5]=[CH:6][CH:7]=1, predict the reactants needed to synthesize it. The reactants are: [Cl:1][C:2]1[C:3]([C:8]2([CH3:15])[CH2:13][CH2:12][C:11](=[O:14])[CH:10]=[CH:9]2)=[N:4][CH:5]=[CH:6][CH:7]=1.[H][H].